From a dataset of Forward reaction prediction with 1.9M reactions from USPTO patents (1976-2016). Predict the product of the given reaction. (1) Given the reactants [F:1][C:2]1[CH:10]=[C:9]([Br:11])[CH:8]=[CH:7][C:3]=1[C:4]([OH:6])=O.CN1CCOCC1.CN(C(ON1N=NC2C=CC=NC1=2)=[N+](C)C)C.F[P-](F)(F)(F)(F)F.[CH3:43][N:44]1[CH2:49][CH2:48][NH:47][CH2:46][CH2:45]1, predict the reaction product. The product is: [Br:11][C:9]1[CH:8]=[CH:7][C:3]([C:4]([N:47]2[CH2:48][CH2:49][N:44]([CH3:43])[CH2:45][CH2:46]2)=[O:6])=[C:2]([F:1])[CH:10]=1. (2) Given the reactants Cl[C:2]1[S:3][C:4]2[CH:10]=[C:9]([N+:11]([O-:13])=[O:12])[CH:8]=[CH:7][C:5]=2[N:6]=1.[CH2:14]([O:16][C:17]1[CH:23]=[CH:22][C:20]([NH2:21])=[CH:19][CH:18]=1)[CH3:15], predict the reaction product. The product is: [CH2:14]([O:16][C:17]1[CH:23]=[CH:22][C:20]([NH:21][C:2]2[S:3][C:4]3[CH:10]=[C:9]([N+:11]([O-:13])=[O:12])[CH:8]=[CH:7][C:5]=3[N:6]=2)=[CH:19][CH:18]=1)[CH3:15].